Task: Predict which catalyst facilitates the given reaction.. Dataset: Catalyst prediction with 721,799 reactions and 888 catalyst types from USPTO Reactant: Cl.[NH2:2][C:3]1[S:4][CH2:5][C@@H:6]2[CH2:11][O:10][CH2:9][C@:7]2([C:12]2[CH:13]=[C:14]([NH:19][C:20](=[O:28])[C:21]3[CH:26]=[CH:25][C:24]([F:27])=[CH:23][N:22]=3)[CH:15]=[CH:16][C:17]=2[F:18])[N:8]=1.[OH-].[Na+]. Product: [NH2:2][C:3]1[S:4][CH2:5][C@@H:6]2[CH2:11][O:10][CH2:9][C@:7]2([C:12]2[CH:13]=[C:14]([NH:19][C:20](=[O:28])[C:21]3[CH:26]=[CH:25][C:24]([F:27])=[CH:23][N:22]=3)[CH:15]=[CH:16][C:17]=2[F:18])[N:8]=1. The catalyst class is: 6.